From a dataset of Forward reaction prediction with 1.9M reactions from USPTO patents (1976-2016). Predict the product of the given reaction. (1) Given the reactants [CH3:1][C:2](=[CH2:19])[C:3]([O:5][CH2:6][CH2:7][NH:8][C:9]([O:11][CH2:12][CH2:13][O:14][C:15](=[O:18])[CH:16]=[CH2:17])=[O:10])=[O:4].[CH3:20][CH:21]1[CH2:23][NH:22]1, predict the reaction product. The product is: [CH3:19][C:2](=[CH2:1])[C:3]([O:5][CH2:6][CH2:7][NH:8][C:9]([O:11][CH2:12][CH2:13][O:14][C:15](=[O:18])[CH2:16][CH2:17][N:22]1[CH2:23][CH:21]1[CH3:20])=[O:10])=[O:4]. (2) Given the reactants [CH3:3][O:2][C:3](=[O:6])[C:4]([O:6][CH3:4])=[O:2].[CH2:9]([Mg]Br)[CH3:10].O1CC[CH2:15][CH2:14]1.Cl.O1CC[CH2:21][CH2:20]1, predict the reaction product. The product is: [CH2:14]([C:4]([OH:6])([CH:3]([OH:2])[CH2:9][CH3:10])[CH2:20][CH3:21])[CH3:15]. (3) Given the reactants [C:1]([C:4]1[CH:5]=[C:6]([NH:10][C:11]([NH:13][C:14]2[CH:19]=[CH:18][C:17]([O:20][CH3:21])=[C:16]([C:22]3[N:23]([CH3:28])[N:24]=[CH:25][C:26]=3[Br:27])[CH:15]=2)=[O:12])[CH:7]=[CH:8][CH:9]=1)(=O)[CH3:2].Cl.[NH2:30][OH:31].Cl, predict the reaction product. The product is: [Br:27][C:26]1[CH:25]=[N:24][N:23]([CH3:28])[C:22]=1[C:16]1[CH:15]=[C:14]([NH:13][C:11]([NH:10][C:6]2[CH:7]=[CH:8][CH:9]=[C:4]([C:1](=[N:30][OH:31])[CH3:2])[CH:5]=2)=[O:12])[CH:19]=[CH:18][C:17]=1[O:20][CH3:21]. (4) Given the reactants [N+:1]([C:4]1[CH:5]=[N:6][C:7]([NH2:10])=[N:8][CH:9]=1)([O-:3])=[O:2].Br[C:12]1[CH:13]=[CH:14][C:15]([N:18]2[CH2:23][CH2:22][N:21]([CH2:24][CH2:25][OH:26])[CH2:20][CH2:19]2)=[N:16][CH:17]=1.CC1(C)C2C(=C(P(C3C=CC=CC=3)C3C=CC=CC=3)C=CC=2)OC2C(P(C3C=CC=CC=3)C3C=CC=CC=3)=CC=CC1=2.C(=O)([O-])[O-].[Cs+].[Cs+], predict the reaction product. The product is: [N+:1]([C:4]1[CH:5]=[N:6][C:7]([NH:10][C:12]2[CH:13]=[CH:14][C:15]([N:18]3[CH2:19][CH2:20][N:21]([CH2:24][CH2:25][OH:26])[CH2:22][CH2:23]3)=[N:16][CH:17]=2)=[N:8][CH:9]=1)([O-:3])=[O:2]. (5) Given the reactants [OH:1]O.[CH2:3]([OH:13])[CH2:4][CH2:5]/[CH:6]=[CH:7]\[CH2:8][CH2:9][CH2:10][CH2:11][CH3:12], predict the reaction product. The product is: [O:13]1[CH2:3][CH2:4][CH2:5][CH:6]1[CH:7]([OH:1])[CH2:8][CH2:9][CH2:10][CH2:11][CH3:12]. (6) Given the reactants [F:1][C:2]1[C:7]([O:8][C:9]2[CH:14]=[CH:13][CH:12]=[CH:11][CH:10]=2)=[C:6]([F:15])[CH:5]=[CH:4][C:3]=1[C@@H:16]([NH2:24])[CH2:17][C:18]1[CH:23]=[CH:22][N:21]=[CH:20][CH:19]=1.C(N(CC)CC)C.[Si]([O:39][CH2:40][CH:41]=O)(C(C)(C)C)(C)C.C(O[BH-](OC(=O)C)OC(=O)C)(=O)C.[Na+], predict the reaction product. The product is: [F:1][C:2]1[C:7]([O:8][C:9]2[CH:10]=[CH:11][CH:12]=[CH:13][CH:14]=2)=[C:6]([F:15])[CH:5]=[CH:4][C:3]=1[C@@H:16]([NH:24][CH2:41][CH2:40][OH:39])[CH2:17][C:18]1[CH:19]=[CH:20][N:21]=[CH:22][CH:23]=1. (7) Given the reactants Cl.Cl.Cl.[NH2:4][C:5]1[C:6]([O:43][CH3:44])=[C:7]([NH:15][C:16]([C:18]2[N:19]([CH3:42])[C:20]3[C:25]([CH:26]=2)=[CH:24][CH:23]=[CH:22][C:21]=3[CH2:27][N:28]2[CH2:33][CH2:32][N:31]([C:34]([CH:36]3[CH2:40][CH2:39][CH2:38][N:37]3[CH3:41])=[O:35])[CH2:30][CH2:29]2)=[O:17])[CH:8]=[C:9]([C:11]([CH3:14])([CH3:13])[CH3:12])[CH:10]=1.C(N(CC)CC)C.[C:52](Cl)(=[O:55])[CH2:53][CH3:54], predict the reaction product. The product is: [C:11]([C:9]1[CH:10]=[C:5]([NH:4][C:52](=[O:55])[CH2:53][CH3:54])[C:6]([O:43][CH3:44])=[C:7]([NH:15][C:16]([C:18]2[N:19]([CH3:42])[C:20]3[C:25]([CH:26]=2)=[CH:24][CH:23]=[CH:22][C:21]=3[CH2:27][N:28]2[CH2:29][CH2:30][N:31]([C:34]([C@@H:36]3[CH2:40][CH2:39][CH2:38][N:37]3[CH3:41])=[O:35])[CH2:32][CH2:33]2)=[O:17])[CH:8]=1)([CH3:12])([CH3:13])[CH3:14]. (8) Given the reactants [C:1]([C:3]1[C:11]2[C:6](=[N:7][CH:8]=[C:9]([F:21])[C:10]=2[C:12]2[CH:17]=[C:16]([F:18])[CH:15]=[CH:14][C:13]=2[O:19][CH3:20])[N:5](COCC[Si](C)(C)C)[C:4]=1[C:30]1[CH2:35][CH2:34][CH:33]([C:36]([O:38][CH2:39][CH3:40])=[O:37])[CH2:32][CH:31]=1)#[N:2].[F-].C([N+](CCCC)(CCCC)CCCC)CCC.C(N)CN, predict the reaction product. The product is: [C:1]([C:3]1[C:11]2[C:6](=[N:7][CH:8]=[C:9]([F:21])[C:10]=2[C:12]2[CH:17]=[C:16]([F:18])[CH:15]=[CH:14][C:13]=2[O:19][CH3:20])[NH:5][C:4]=1[C:30]1[CH2:35][CH2:34][CH:33]([C:36]([O:38][CH2:39][CH3:40])=[O:37])[CH2:32][CH:31]=1)#[N:2]. (9) Given the reactants [F:1][C:2]1[CH:3]=[C:4]2[C:9](=[CH:10][CH:11]=1)[N:8]=[CH:7][C:6]([C:12]1[CH:13]=[N:14][N:15]3[C:20]([NH2:21])=[CH:19][C:18]([CH:22]([NH:24][CH:25]4[CH2:30][CH2:29][O:28][CH2:27][CH2:26]4)[CH3:23])=[N:17][C:16]=13)=[CH:5]2.[H-].[Na+].Br[CH2:34][CH2:35][C:36]([O:38][C:39]([CH3:42])([CH3:41])[CH3:40])=[O:37], predict the reaction product. The product is: [F:1][C:2]1[CH:3]=[C:4]2[C:9](=[CH:10][CH:11]=1)[N:8]=[CH:7][C:6]([C:12]1[CH:13]=[N:14][N:15]3[C:20]([NH:21][CH2:34][CH2:35][C:36]([O:38][C:39]([CH3:42])([CH3:41])[CH3:40])=[O:37])=[CH:19][C:18]([CH:22]([NH:24][CH:25]4[CH2:26][CH2:27][O:28][CH2:29][CH2:30]4)[CH3:23])=[N:17][C:16]=13)=[CH:5]2.